From a dataset of Catalyst prediction with 721,799 reactions and 888 catalyst types from USPTO. Predict which catalyst facilitates the given reaction. Reactant: Cl.[CH2:2]([O:4][C:5](=[O:18])[C@H:6]([CH2:8][C:9]1[CH:14]=[CH:13][C:12]([N+:15]([O-:17])=[O:16])=[CH:11][CH:10]=1)[NH2:7])[CH3:3].C(N(CC)CC)C.[C:26](O[C:26]([O:28][C:29]([CH3:32])([CH3:31])[CH3:30])=[O:27])([O:28][C:29]([CH3:32])([CH3:31])[CH3:30])=[O:27]. Product: [C:26]([NH:7][C@H:6]([C:5]([O:4][CH2:2][CH3:3])=[O:18])[CH2:8][C:9]1[CH:14]=[CH:13][C:12]([N+:15]([O-:17])=[O:16])=[CH:11][CH:10]=1)([O:28][C:29]([CH3:32])([CH3:31])[CH3:30])=[O:27]. The catalyst class is: 2.